From a dataset of Full USPTO retrosynthesis dataset with 1.9M reactions from patents (1976-2016). Predict the reactants needed to synthesize the given product. (1) Given the product [CH:26]1([N:1]2[CH:5]=[C:4]([C:6]3[C:7]4[N:8]([N:12]=[C:13]([NH:15][C:16]5[CH:25]=[CH:24][C:19]([C:20]([O:22][CH3:23])=[O:21])=[CH:18][CH:17]=5)[N:14]=4)[CH:9]=[CH:10][CH:11]=3)[CH:3]=[N:2]2)[CH2:30][CH2:29][CH2:28][CH2:27]1, predict the reactants needed to synthesize it. The reactants are: [NH:1]1[CH:5]=[C:4]([C:6]2[C:7]3[N:8]([N:12]=[C:13]([NH:15][C:16]4[CH:25]=[CH:24][C:19]([C:20]([O:22][CH3:23])=[O:21])=[CH:18][CH:17]=4)[N:14]=3)[CH:9]=[CH:10][CH:11]=2)[CH:3]=[N:2]1.[CH:26]1(Br)[CH2:30][CH2:29][CH2:28][CH2:27]1.C(=O)([O-])[O-].[Cs+].[Cs+]. (2) Given the product [Cl:1][C:2]1[CH:35]=[CH:34][C:33]([CH2:36][CH3:37])=[CH:32][C:3]=1[C:4]([NH:6][C:7](=[O:31])[NH:8][C:9]1[S:10][C:11]2[CH:17]=[C:16]([S:18]([CH2:21][CH2:22][CH2:23][N:24]3[CH2:29][CH2:28][N:27]([CH3:30])[CH2:26][CH2:25]3)(=[O:19])=[O:20])[CH:15]=[CH:14][C:12]=2[N:13]=1)=[O:5], predict the reactants needed to synthesize it. The reactants are: [Cl:1][C:2]1[CH:35]=[CH:34][C:33]([C:36]#[CH:37])=[CH:32][C:3]=1[C:4]([NH:6][C:7](=[O:31])[NH:8][C:9]1[S:10][C:11]2[CH:17]=[C:16]([S:18]([CH2:21][CH2:22][CH2:23][N:24]3[CH2:29][CH2:28][N:27]([CH3:30])[CH2:26][CH2:25]3)(=[O:20])=[O:19])[CH:15]=[CH:14][C:12]=2[N:13]=1)=[O:5]. (3) Given the product [C:1]([C:3]1[CH:8]=[CH:7][C:6]([N:9]2[CH:13]([C:14]3[CH2:18][CH2:17][CH2:16][CH:15]=3)[CH:12]3[CH2:19][O:20][C:21]4[CH:22]=[C:23]([C:27]([OH:29])=[O:28])[CH:24]=[CH:25][C:26]=4[C:11]3=[N:10]2)=[CH:5][C:4]=1[CH3:31])#[N:2], predict the reactants needed to synthesize it. The reactants are: [C:1]([C:3]1[CH:8]=[CH:7][C:6]([N:9]2[CH:13]([C:14]3[CH2:18][CH2:17][CH2:16][CH:15]=3)[CH:12]3[CH2:19][O:20][C:21]4[CH:22]=[C:23]([C:27]([O:29]C)=[O:28])[CH:24]=[CH:25][C:26]=4[C:11]3=[N:10]2)=[CH:5][C:4]=1[CH3:31])#[N:2].[OH-].[Na+]. (4) Given the product [O:17]=[C:7]1[C:8]([CH2:12][CH2:13][C:14]([OH:16])=[O:15])=[CH:9][CH2:10][CH2:11][NH:6]1, predict the reactants needed to synthesize it. The reactants are: COC1C=C(OC)C=CC=1C[N:6]1[CH2:11][CH2:10][CH:9]=[C:8]([CH2:12][CH2:13][C:14]([OH:16])=[O:15])[C:7]1=[O:17].C([SiH](CC)CC)C.